This data is from Reaction yield outcomes from USPTO patents with 853,638 reactions. The task is: Predict the reaction yield, written as a fraction of the theoretical maximum amount of product (1.0 means a 100% yield; for example, 0.34 means a 34% yield). The reactants are [CH2:1]([N:8]([CH2:18][C:19]1[CH:24]=[CH:23][CH:22]=[CH:21][CH:20]=1)[CH:9]([CH2:13][O:14][CH:15]([F:17])[F:16])[C:10](O)=[O:11])[C:2]1[CH:7]=[CH:6][CH:5]=[CH:4][CH:3]=1.C(N(CC)CC)C.ClC(OCC(C)C)=O.[F:40][C:41]1[CH:48]=[CH:47][C:44]([CH2:45][NH2:46])=[CH:43][CH:42]=1. The catalyst is C1COCC1.C(OCC)(=O)C. The product is [CH2:1]([N:8]([CH2:18][C:19]1[CH:20]=[CH:21][CH:22]=[CH:23][CH:24]=1)[CH:9]([CH2:13][O:14][CH:15]([F:16])[F:17])[C:10]([NH:46][CH2:45][C:44]1[CH:47]=[CH:48][C:41]([F:40])=[CH:42][CH:43]=1)=[O:11])[C:2]1[CH:3]=[CH:4][CH:5]=[CH:6][CH:7]=1. The yield is 0.892.